This data is from Tyrosyl-DNA phosphodiesterase HTS with 341,365 compounds. The task is: Binary Classification. Given a drug SMILES string, predict its activity (active/inactive) in a high-throughput screening assay against a specified biological target. The drug is S(=O)(=O)(C(CNC(=O)C(=O)NCc1ccc(F)cc1)c1occc1)c1sccc1. The result is 0 (inactive).